From a dataset of Peptide-MHC class II binding affinity with 134,281 pairs from IEDB. Regression. Given a peptide amino acid sequence and an MHC pseudo amino acid sequence, predict their binding affinity value. This is MHC class II binding data. The peptide sequence is ETDKGPLDKEAIEER. The MHC is HLA-DQA10201-DQB10301 with pseudo-sequence HLA-DQA10201-DQB10301. The binding affinity (normalized) is 0.